Dataset: Full USPTO retrosynthesis dataset with 1.9M reactions from patents (1976-2016). Task: Predict the reactants needed to synthesize the given product. (1) The reactants are: C(OC([N:8]1[CH2:13][CH2:12][CH:11]([CH2:14][NH:15][CH3:16])[CH2:10][CH2:9]1)=O)(C)(C)C.[C:17]([C:19]1[CH:24]=[C:23]([Cl:25])[CH:22]=[CH:21][N:20]=1)#[N:18].C(=O)([O-])[O-].[K+].[K+]. Given the product [ClH:25].[CH3:16][N:15]([CH2:14][CH:11]1[CH2:12][CH2:13][NH:8][CH2:9][CH2:10]1)[C:23]1[CH:22]=[CH:21][N:20]=[C:19]([C:17]#[N:18])[CH:24]=1, predict the reactants needed to synthesize it. (2) Given the product [N:13]1[CH:14]=[CH:15][CH:16]=[CH:17][C:12]=1[C:8]1([NH2:7])[CH2:11][CH2:10][CH2:9]1, predict the reactants needed to synthesize it. The reactants are: C(OC(=O)[NH:7][C:8]1([C:12]2[CH:17]=[CH:16][CH:15]=[CH:14][N:13]=2)[CH2:11][CH2:10][CH2:9]1)(C)(C)C.C(O)(C(F)(F)F)=O.